Dataset: Reaction yield outcomes from USPTO patents with 853,638 reactions. Task: Predict the reaction yield, written as a fraction of the theoretical maximum amount of product (1.0 means a 100% yield; for example, 0.34 means a 34% yield). (1) The reactants are [CH2:1]([C:3]1[C:8](=[O:9])[NH:7][C:6]([CH3:10])=[C:5]([C:11]2[S:15][C:14]([S:16]([Cl:19])(=[O:18])=[O:17])=[CH:13][CH:12]=2)[CH:4]=1)[CH3:2].[N:20]1([C:26]2[N:31]=[CH:30][CH:29]=[CH:28][N:27]=2)[CH2:25][CH2:24][NH:23][CH2:22][CH2:21]1. No catalyst specified. The product is [ClH:19].[CH2:1]([C:3]1[C:8](=[O:9])[NH:7][C:6]([CH3:10])=[C:5]([C:11]2[S:15][C:14]([S:16]([N:23]3[CH2:24][CH2:25][N:20]([C:26]4[N:27]=[CH:28][CH:29]=[CH:30][N:31]=4)[CH2:21][CH2:22]3)(=[O:18])=[O:17])=[CH:13][CH:12]=2)[CH:4]=1)[CH3:2]. The yield is 0.180. (2) The reactants are [NH2:1][C:2]([CH:5]1[CH2:10][CH2:9][CH:8]([C:11]2[S:12][C:13]([C:16]3[CH:21]=[CH:20][C:19]([NH:22][C:23]([NH:25][C:26]4[CH:31]=[C:30](F)[C:29]([F:33])=[CH:28][C:27]=4[F:34])=[O:24])=[CH:18][CH:17]=3)=[CH:14][N:15]=2)[CH2:7][CH2:6]1)([CH3:4])[CH3:3].ClCC(NC(C1CCC(C2SC(C3C=CC(NC(NC4C=CC(F)=CC=4F)=O)=CC=3)=CN=2)CC1)(C)C)=O.NC(N)=S. The catalyst is C(O)(=O)C. The product is [NH2:1][C:2]([CH:5]1[CH2:6][CH2:7][CH:8]([C:11]2[S:12][C:13]([C:16]3[CH:21]=[CH:20][C:19]([NH:22][C:23]([NH:25][C:26]4[CH:31]=[CH:30][C:29]([F:33])=[CH:28][C:27]=4[F:34])=[O:24])=[CH:18][CH:17]=3)=[CH:14][N:15]=2)[CH2:9][CH2:10]1)([CH3:4])[CH3:3]. The yield is 0.650. (3) The reactants are C([Si](C)(C)[O:6][C:7]1[C:12]([CH3:13])=[CH:11][C:10]([C:14]2([C:24]3[CH:29]=[C:28]([CH3:30])[C:27]([O:31][Si](C(C)(C)C)(C)C)=[C:26]([CH3:39])[CH:25]=3)[C:22]3[C:17](=[CH:18][CH:19]=[CH:20][CH:21]=3)[NH:16][C:15]2=[O:23])=[CH:9][C:8]=1[CH3:40])(C)(C)C.[C:43]1([CH3:52])[CH:48]=[CH:47][CH:46]=[CH:45][C:44]=1B(O)O.C(N(CC)CC)C.[F-].C([N+](CCCC)(CCCC)CCCC)CCC.Cl. The catalyst is C1COCC1.C([O-])(=O)C.[Cu+2].C([O-])(=O)C.C(OCC)(=O)C.O.ClCCl. The product is [OH:31][C:27]1[C:26]([CH3:39])=[CH:25][C:24]([C:14]2([C:10]3[CH:11]=[C:12]([CH3:13])[C:7]([OH:6])=[C:8]([CH3:40])[CH:9]=3)[C:22]3[C:17](=[CH:18][CH:19]=[CH:20][CH:21]=3)[N:16]([C:44]3[CH:45]=[CH:46][CH:47]=[CH:48][C:43]=3[CH3:52])[C:15]2=[O:23])=[CH:29][C:28]=1[CH3:30]. The yield is 0.160. (4) The reactants are [NH2:1][C:2]1[C:3]([N:9]2[CH2:14][CH2:13][CH:12]([OH:15])[CH2:11][CH2:10]2)=[N:4][C:5](Br)=[CH:6][N:7]=1.[N:16]1[CH:21]=[CH:20][C:19](B(O)O)=[CH:18][CH:17]=1. No catalyst specified. The product is [NH2:1][C:2]1[C:3]([N:9]2[CH2:14][CH2:13][CH:12]([OH:15])[CH2:11][CH2:10]2)=[N:4][C:5]([C:19]2[CH:20]=[CH:21][N:16]=[CH:17][CH:18]=2)=[CH:6][N:7]=1. The yield is 0.190. (5) The reactants are [OH:1][C:2]1[CH:9]=[CH:8][C:5]([CH:6]=[O:7])=[CH:4][C:3]=1[CH3:10].[OH-].[Na+].[I:13]I. The catalyst is CO. The product is [I:13][C:9]1[CH:8]=[C:5]([CH:4]=[C:3]([CH3:10])[C:2]=1[OH:1])[CH:6]=[O:7]. The yield is 0.810. (6) The yield is 0.950. No catalyst specified. The product is [C:23]1([C:20]2[S:21][CH:22]=[C:18]([CH2:17][N:14]3[CH2:13][CH2:12][C:11]4([CH2:10][C:9](=[O:33])[C:8]5[C:30](=[CH:31][CH:32]=[C:6](/[CH:5]=[CH:4]/[C:3]([OH:34])=[O:2])[CH:7]=5)[O:29]4)[CH2:16][CH2:15]3)[N:19]=2)[CH:24]=[CH:25][CH:26]=[CH:27][CH:28]=1. The reactants are C[O:2][C:3](=[O:34])/[CH:4]=[CH:5]/[C:6]1[CH:7]=[C:8]2[C:30](=[CH:31][CH:32]=1)[O:29][C:11]1([CH2:16][CH2:15][N:14]([CH2:17][C:18]3[N:19]=[C:20]([C:23]4[CH:28]=[CH:27][CH:26]=[CH:25][CH:24]=4)[S:21][CH:22]=3)[CH2:13][CH2:12]1)[CH2:10][C:9]2=[O:33].[OH-].[Na+].